Dataset: Catalyst prediction with 721,799 reactions and 888 catalyst types from USPTO. Task: Predict which catalyst facilitates the given reaction. (1) Reactant: C([N:8](CC1C=CC=CC=1)[C@H:9]1[C:15](=[O:16])[NH:14][C:13]2[CH:17]=[C:18]([F:21])[CH:19]=[CH:20][C:12]=2[O:11][C:10]1([CH3:23])[CH3:22])C1C=CC=CC=1. Product: [NH2:8][C@H:9]1[C:15](=[O:16])[NH:14][C:13]2[CH:17]=[C:18]([F:21])[CH:19]=[CH:20][C:12]=2[O:11][C:10]1([CH3:23])[CH3:22]. The catalyst class is: 19. (2) Reactant: [NH:1]([C:13]([O:15][CH2:16][CH:17]1[C:29]2[C:24](=[CH:25][CH:26]=[CH:27][CH:28]=2)[C:23]2[C:18]1=[CH:19][CH:20]=[CH:21][CH:22]=2)=[O:14])[C@H:2]([C:5]([O:7][CH2:8][C:9]([Cl:12])([Cl:11])[Cl:10])=[O:6])[CH2:3][OH:4].Cl[C:31](Cl)(Cl)[C:32](=N)[O:33][C:34]([CH3:38])([CH3:37])[C:35]#[CH:36].[C:42](S(O)(=O)=O)(F)(F)F.ClC(Cl)(Cl)C(=N)[O-]. Product: [CH3:31][C:32]([O:33][C:34]([CH3:38])([CH3:37])[C:35]#[CH:36])([CH3:42])[C:2]#[CH:3].[NH:1]([C:13]([O:15][CH2:16][CH:17]1[C:18]2[C:23](=[CH:22][CH:21]=[CH:20][CH:19]=2)[C:24]2[C:29]1=[CH:28][CH:27]=[CH:26][CH:25]=2)=[O:14])[C@H:2]([C:5]([O:7][CH2:8][C:9]([Cl:10])([Cl:11])[Cl:12])=[O:6])[CH2:3][OH:4]. The catalyst class is: 635. (3) Reactant: [O:1]1[C:7]2[CH:8]=[CH:9][C:10]([C:12]3[CH:17]=[CH:16][C:15]([C:18]4[N:19]([C:23]([O:25][CH2:26][CH:27]([CH3:29])[CH3:28])=[O:24])[CH:20]=[CH:21][N:22]=4)=[CH:14][CH:13]=3)=[CH:11][C:6]=2[CH2:5][NH:4][CH2:3][CH2:2]1.CCN(C(C)C)C(C)C.[C:39](Cl)(Cl)=[O:40].Cl.[C:44]([CH:46]1[CH2:51][CH2:50][NH:49][CH2:48][CH2:47]1)#[N:45]. Product: [C:44]([CH:46]1[CH2:51][CH2:50][N:49]([C:39]([N:4]2[CH2:5][C:6]3[CH:11]=[C:10]([C:12]4[CH:13]=[CH:14][C:15]([C:18]5[N:19]([C:23]([O:25][CH2:26][CH:27]([CH3:29])[CH3:28])=[O:24])[CH:20]=[CH:21][N:22]=5)=[CH:16][CH:17]=4)[CH:9]=[CH:8][C:7]=3[O:1][CH2:2][CH2:3]2)=[O:40])[CH2:48][CH2:47]1)#[N:45]. The catalyst class is: 4. (4) Reactant: [C:1]([O:5][C:6]([N:8]1[CH2:12][CH2:11][C@@H:10]([C:13]([OH:15])=O)[CH2:9]1)=[O:7])([CH3:4])([CH3:3])[CH3:2].[CH3:16][NH:17][CH3:18]. Product: [C:1]([O:5][C:6]([N:8]1[CH2:12][CH2:11][C@@H:10]([C:13](=[O:15])[N:17]([CH3:18])[CH3:16])[CH2:9]1)=[O:7])([CH3:4])([CH3:3])[CH3:2]. The catalyst class is: 1. (5) Reactant: Cl.C(OC([N:9]1[CH2:14][CH2:13][N:12]([C:15]2[C:20]([C:21]3[CH:26]=[CH:25][CH:24]=[C:23]([C:27]([F:30])([F:29])[F:28])[C:22]=3[F:31])=[N:19][CH:18]=[CH:17][N:16]=2)[CH2:11][CH2:10]1)=O)(C)(C)C. Product: [F:31][C:22]1[C:23]([C:27]([F:30])([F:28])[F:29])=[CH:24][CH:25]=[CH:26][C:21]=1[C:20]1[C:15]([N:12]2[CH2:11][CH2:10][NH:9][CH2:14][CH2:13]2)=[N:16][CH:17]=[CH:18][N:19]=1. The catalyst class is: 258.